This data is from Full USPTO retrosynthesis dataset with 1.9M reactions from patents (1976-2016). The task is: Predict the reactants needed to synthesize the given product. (1) The reactants are: [CH3:1][C:2]1([CH3:42])[N:6]([CH2:7][CH2:8][CH2:9][CH2:10][CH2:11][CH2:12][CH2:13]CCSCCCC(F)(F)C(F)(F)F)[C:5](=[O:27])[N:4]([C:28]2[CH:33]=[CH:32][C:31]([N+:34]([O-:36])=[O:35])=[C:30]([C:37]([F:40])([F:39])[F:38])[CH:29]=2)[C:3]1=[O:41].CS(OCCCCC[CH2:53][CH2:54][CH2:55][CH2:56][S:57][CH2:58][CH2:59][CH2:60][C:61]([F:67])([F:66])[C:62]([F:65])([F:64])[F:63])(=O)=O. Given the product [CH3:1][C:2]1([CH3:42])[N:6]([CH2:7][CH2:8][CH2:9][CH2:10][CH2:11][CH2:12][CH2:13][CH2:53][CH2:54][CH2:55][CH2:56][S:57][CH2:58][CH2:59][CH2:60][C:61]([F:67])([F:66])[C:62]([F:63])([F:65])[F:64])[C:5](=[O:27])[N:4]([C:28]2[CH:33]=[CH:32][C:31]([N+:34]([O-:36])=[O:35])=[C:30]([C:37]([F:39])([F:40])[F:38])[CH:29]=2)[C:3]1=[O:41], predict the reactants needed to synthesize it. (2) Given the product [Cl:3][C:4]1[CH:9]=[C:8]([CH2:11][OH:1])[C:7]([OH:10])=[C:6]([CH2:13][OH:16])[CH:5]=1, predict the reactants needed to synthesize it. The reactants are: [OH-:1].[K+].[Cl:3][C:4]1[CH:9]=[CH:8][C:7]([OH:10])=[CH:6][CH:5]=1.[CH2:11]=O.[C:13]([OH:16])(=O)C. (3) The reactants are: [CH:1]1[CH:2]=C[C:4]2[N:9](O)N=[N:7][C:5]=2[CH:6]=1.[C:11]1([CH2:17][O:18][C:19]2[CH:27]=[CH:26][C:25]([C:28]([N:30]3[CH2:34][CH2:33][CH2:32][CH2:31]3)=[O:29])=[CH:24][C:20]=2[C:21]([OH:23])=O)[CH:16]=[CH:15][CH:14]=[CH:13][CH:12]=1.N1C=CC=C(N)C=1.C(Cl)CCl. Given the product [C:11]1([CH2:17][O:18][C:19]2[CH:27]=[CH:26][C:25]([C:28]([N:30]3[CH2:31][CH2:32][CH2:33][CH2:34]3)=[O:29])=[CH:24][C:20]=2[C:21]([NH:7][C:5]2[CH:4]=[N:9][CH:2]=[CH:1][CH:6]=2)=[O:23])[CH:12]=[CH:13][CH:14]=[CH:15][CH:16]=1, predict the reactants needed to synthesize it. (4) Given the product [N:19]1[N:20]=[C:21]([C:24]2[CH:32]=[CH:31][CH:30]=[CH:29][C:25]=2[C:26]([N:7]2[CH2:6][CH:5]3[CH2:1][N:2]([C:9]4[CH:18]=[N:17][C:16]5[C:11](=[CH:12][CH:13]=[CH:14][CH:15]=5)[N:10]=4)[CH2:3][CH:4]3[CH2:8]2)=[O:27])[NH:22][CH:23]=1, predict the reactants needed to synthesize it. The reactants are: [CH2:1]1[CH:5]2[CH2:6][NH:7][CH2:8][CH:4]2[CH2:3][N:2]1[C:9]1[CH:18]=[N:17][C:16]2[C:11](=[CH:12][CH:13]=[CH:14][CH:15]=2)[N:10]=1.[N:19]1[N:20]=[C:21]([C:24]2[CH:32]=[CH:31][CH:30]=[CH:29][C:25]=2[C:26](O)=[O:27])[NH:22][CH:23]=1. (5) The reactants are: [CH:1]1([C:4]2[N:9]=[C:8]([C:10]([OH:12])=[O:11])[C:7]([C:13]([OH:15])=[O:14])=[CH:6][CH:5]=2)[CH2:3][CH2:2]1.[C:16](OC(=O)C)(=O)C. Given the product [CH3:16][O:11][C:10]([C:8]1[C:7]([C:13]([OH:15])=[O:14])=[CH:6][CH:5]=[C:4]([CH:1]2[CH2:2][CH2:3]2)[N:9]=1)=[O:12], predict the reactants needed to synthesize it. (6) Given the product [Cl:1][C:2]1[CH:3]=[C:4]2[C:8](=[CH:9][CH:10]=1)[NH:7][CH:6]=[C:5]2[C:15]1[CH2:16][CH2:17][NH:12][CH2:13][CH:14]=1, predict the reactants needed to synthesize it. The reactants are: [Cl:1][C:2]1[CH:3]=[C:4]2[C:8](=[CH:9][CH:10]=1)[NH:7][CH:6]=[CH:5]2.O.[NH:12]1[CH2:17][CH2:16][C:15](=O)[CH2:14][CH2:13]1.Cl.[OH-].[K+].